The task is: Regression. Given a peptide amino acid sequence and an MHC pseudo amino acid sequence, predict their binding affinity value. This is MHC class II binding data.. This data is from Peptide-MHC class II binding affinity with 134,281 pairs from IEDB. (1) The peptide sequence is GELQIVDKIDDAFKI. The MHC is DRB1_0802 with pseudo-sequence DRB1_0802. The binding affinity (normalized) is 0.416. (2) The peptide sequence is YGVEGTKTPVSPGEM. The MHC is DRB3_0101 with pseudo-sequence DRB3_0101. The binding affinity (normalized) is 0. (3) The peptide sequence is LITPAEKVVYKLLRF. The MHC is DRB1_1501 with pseudo-sequence DRB1_1501. The binding affinity (normalized) is 0.430.